From a dataset of Reaction yield outcomes from USPTO patents with 853,638 reactions. Predict the reaction yield, written as a fraction of the theoretical maximum amount of product (1.0 means a 100% yield; for example, 0.34 means a 34% yield). (1) The reactants are [CH3:1][O:2][C:3]1[CH:4]=[C:5]2[C:10](=[CH:11][CH:12]=1)[C:9]([CH:13]1[CH2:18][CH2:17][NH:16][CH2:15][CH2:14]1)=[N:8][CH2:7][CH2:6]2.C(N(CC)CC)C.[CH3:26][N:27]1[CH:31]=[C:30]([S:32](Cl)(=[O:34])=[O:33])[N:29]=[CH:28]1. The catalyst is C(Cl)Cl. The product is [CH3:1][O:2][C:3]1[CH:4]=[C:5]2[C:10](=[CH:11][CH:12]=1)[C:9]([CH:13]1[CH2:18][CH2:17][N:16]([S:32]([C:30]3[N:29]=[CH:28][N:27]([CH3:26])[CH:31]=3)(=[O:34])=[O:33])[CH2:15][CH2:14]1)=[N:8][CH2:7][CH2:6]2. The yield is 0.560. (2) The reactants are [Cl:1][C:2]1[CH:3]=[CH:4][C:5]2[N:11]([CH2:12][C:13]([CH3:17])([CH3:16])[CH2:14][OH:15])[C:10](=[O:18])[C@@H:9]([CH2:19][C:20](O)=[O:21])[O:8][C@H:7]([C:23]3[CH:28]=[CH:27][CH:26]=[C:25]([O:29][CH3:30])[C:24]=3[O:31][CH3:32])[C:6]=2[CH:33]=1.Cl.[CH3:35][O:36][C:37](=[O:49])[C:38]1[CH:43]=[CH:42][CH:41]=[C:40]([O:44][CH2:45][CH2:46][CH2:47][NH2:48])[CH:39]=1.P(C#N)(OCC)(OCC)=O.C(N(CC)CC)C. The catalyst is CN(C)C=O.C(OCC)(=O)C. The product is [Cl:1][C:2]1[CH:3]=[CH:4][C:5]2[N:11]([CH2:12][C:13]([CH3:16])([CH3:17])[CH2:14][OH:15])[C:10](=[O:18])[C@@H:9]([CH2:19][C:20]([NH:48][CH2:47][CH2:46][CH2:45][O:44][C:40]3[CH:39]=[C:38]([CH:43]=[CH:42][CH:41]=3)[C:37]([O:36][CH3:35])=[O:49])=[O:21])[O:8][C@H:7]([C:23]3[CH:28]=[CH:27][CH:26]=[C:25]([O:29][CH3:30])[C:24]=3[O:31][CH3:32])[C:6]=2[CH:33]=1. The yield is 0.900. (3) The reactants are [CH2:1]([CH:8]([C:14]([NH:16][C@H:17]([C:28]1[S:29][CH:30]=[C:31]([CH2:33][CH3:34])[N:32]=1)[CH2:18][C:19]1[CH:24]=[CH:23][C:22]([N+:25]([O-:27])=[O:26])=[CH:21][CH:20]=1)=[O:15])[C:9]([O:11]CC)=O)[C:2]1[CH:7]=[CH:6][CH:5]=[CH:4][CH:3]=1.C(=O)([O-])[O-].[K+].[K+].[C:41](=[N:44]O)([NH2:43])[CH3:42]. The catalyst is C1(C)C=CC=CC=1. The product is [CH2:33]([C:31]1[N:32]=[C:28]([C@@H:17]([NH:16][C:14](=[O:15])[CH:8]([C:9]2[O:11][N:44]=[C:41]([CH3:42])[N:43]=2)[CH2:1][C:2]2[CH:3]=[CH:4][CH:5]=[CH:6][CH:7]=2)[CH2:18][C:19]2[CH:20]=[CH:21][C:22]([N+:25]([O-:27])=[O:26])=[CH:23][CH:24]=2)[S:29][CH:30]=1)[CH3:34]. The yield is 0.940. (4) The reactants are Cl[C:2]1[N:7]=[C:6]([NH:8][C:9]2[CH:10]=[C:11]([NH:16][C:17](=[O:23])[O:18][C:19]([CH3:22])([CH3:21])[CH3:20])[CH:12]=[CH:13][C:14]=2[F:15])[C:5]([Cl:24])=[CH:4][N:3]=1.[CH3:25][C:26]1[CH:30]=[C:29]([NH2:31])[S:28][N:27]=1.Cl.C(=O)([O-])[O-].[Cs+].[Cs+].CC(C1C=C(C(C)C)C(C2C=CC=CC=2P(C2CCCCC2)C2CCCCC2)=C(C(C)C)C=1)C. The catalyst is O1CCOCC1. The product is [Cl:24][C:5]1[C:6]([NH:8][C:9]2[CH:10]=[C:11]([NH:16][C:17](=[O:23])[O:18][C:19]([CH3:22])([CH3:21])[CH3:20])[CH:12]=[CH:13][C:14]=2[F:15])=[N:7][C:2]([NH:31][C:29]2[S:28][N:27]=[C:26]([CH3:25])[CH:30]=2)=[N:3][CH:4]=1. The yield is 0.916. (5) The reactants are [C:1]([C:5]1[C:6]([O:37][CH3:38])=[C:7]([C:20](NC2C(F)=C(F)C(C(F)(F)F)=C(F)C=2F)=[O:21])[N:8]([CH2:10][C:11]2[C:16]([CH3:17])=[CH:15][C:14]([CH3:18])=[CH:13][C:12]=2[CH3:19])[N:9]=1)([CH3:4])([CH3:3])[CH3:2].C[Si](N([Li])[Si](C)(C)C)(C)C.Cl[C:50](OC)=[O:51].C[O-].[Na+]. The catalyst is O1CCCC1.O. The product is [C:1]([C:5]1[C:6]([O:37][CH3:38])=[C:7]([C:20]([O:51][CH3:50])=[O:21])[N:8]([CH2:10][C:11]2[C:16]([CH3:17])=[CH:15][C:14]([CH3:18])=[CH:13][C:12]=2[CH3:19])[N:9]=1)([CH3:3])([CH3:4])[CH3:2]. The yield is 0.254. (6) The reactants are C([O-])([O-])=O.[Na+].[Na+].[C:7]([NH:24][C@H:25]([C:31]([OH:33])=[O:32])[CH2:26][CH2:27][CH2:28][CH2:29][NH2:30])([O:9][CH2:10][CH:11]1[C:23]2[C:18](=[CH:19][CH:20]=[CH:21][CH:22]=2)[C:17]2[C:12]1=[CH:13][CH:14]=[CH:15][CH:16]=2)=[O:8].[C:34](SCC)(=[S:36])[CH3:35]. The catalyst is CCO.O. The product is [C:7]([NH:24][C@H:25]([C:31]([OH:33])=[O:32])[CH2:26][CH2:27][CH2:28][CH2:29][NH:30][C:34](=[S:36])[CH3:35])([O:9][CH2:10][CH:11]1[C:12]2[C:17](=[CH:16][CH:15]=[CH:14][CH:13]=2)[C:18]2[C:23]1=[CH:22][CH:21]=[CH:20][CH:19]=2)=[O:8]. The yield is 0.710. (7) The reactants are [NH2:1][C:2]1[C:9]([CH3:10])=[CH:8][C:5]([CH:6]=O)=[C:4]([CH3:11])[CH:3]=1.Cl.[CH:13]([O:16][NH2:17])([CH3:15])[CH3:14]. The catalyst is CO. The product is [CH:13]([O:16][N:17]=[CH:6][C:5]1[C:4]([CH3:11])=[CH:3][C:2]([NH2:1])=[C:9]([CH3:10])[CH:8]=1)([CH3:15])[CH3:14]. The yield is 0.791.